Dataset: Catalyst prediction with 721,799 reactions and 888 catalyst types from USPTO. Task: Predict which catalyst facilitates the given reaction. (1) Reactant: C(O[CH:4](OCC)[CH2:5][S:6][C:7]1[CH:12]=[CH:11][CH:10]=[CH:9][C:8]=1[CH3:13])C.O. Product: [CH3:13][C:8]1[C:7]2[S:6][CH:5]=[CH:4][C:12]=2[CH:11]=[CH:10][CH:9]=1. The catalyst class is: 159. (2) Reactant: [Br:1][C:2]1[C:7](=[O:8])[N:6]([C:9]2[CH:10]=[C:11]([CH:18]=[CH:19][C:20]=2[CH3:21])[C:12](N(OC)C)=[O:13])[C:5]([CH3:22])=[N:4][C:3]=1[O:23][CH2:24][C:25]1[CH:30]=[CH:29][CH:28]=[C:27]([CH3:31])[N:26]=1.[C:32]([Mg]Cl)#[CH:33]. Product: [Br:1][C:2]1[C:7](=[O:8])[N:6]([C:9]2[CH:10]=[C:11]([C:12](=[O:13])[C:32]#[CH:33])[CH:18]=[CH:19][C:20]=2[CH3:21])[C:5]([CH3:22])=[N:4][C:3]=1[O:23][CH2:24][C:25]1[CH:30]=[CH:29][CH:28]=[C:27]([CH3:31])[N:26]=1. The catalyst class is: 7. (3) Reactant: [CH3:1][C:2]1([C:11]#[C:12][Si:13]([CH3:16])([CH3:15])[CH3:14])[CH2:7][CH:6]([C:8]#[N:9])[C:5](=[O:10])[CH2:4][CH2:3]1.C(C1C(=O)C(Cl)=C(Cl)C(=O)C=1C#N)#N. Product: [CH3:1][C:2]1([C:11]#[C:12][Si:13]([CH3:15])([CH3:14])[CH3:16])[CH2:3][CH2:4][C:5](=[O:10])[C:6]([C:8]#[N:9])=[CH:7]1. The catalyst class is: 48. (4) Reactant: [F:1][C:2]1([F:9])[CH2:7][CH2:6][CH:5]([OH:8])[CH2:4][CH2:3]1.[H-].[Na+].[CH2:12]([S:14]([C:17]1[CH:18]=[CH:19][C:20](F)=[C:21]([C:23]2[N:28]3[CH:29]=[N:30][CH:31]=[C:27]3[C:26](=[O:32])[N:25]([CH3:33])[CH:24]=2)[CH:22]=1)(=[O:16])=[O:15])[CH3:13]. Product: [F:1][C:2]1([F:9])[CH2:7][CH2:6][CH:5]([O:8][C:20]2[CH:19]=[CH:18][C:17]([S:14]([CH2:12][CH3:13])(=[O:16])=[O:15])=[CH:22][C:21]=2[C:23]2[N:28]3[CH:29]=[N:30][CH:31]=[C:27]3[C:26](=[O:32])[N:25]([CH3:33])[CH:24]=2)[CH2:4][CH2:3]1. The catalyst class is: 1. (5) Reactant: [CH3:1][C:2]1[N:3]([CH2:16][CH:17]([CH3:19])[CH3:18])[C:4]2[C:13]3[CH:12]=[CH:11][C:10]([OH:14])=[CH:9][C:8]=3[N:7]=[CH:6][C:5]=2[N:15]=1.C1(P(C2C=CC=CC=2)C2C=CC=CC=2)C=CC=CC=1.[O:39]1[CH:43]=[CH:42][C:41]([CH2:44]O)=[CH:40]1.N(C(OC(C)C)=O)=NC(OC(C)C)=O. Product: [O:39]1[CH:43]=[CH:42][C:41]([CH2:44][O:14][C:10]2[CH:11]=[CH:12][C:13]3[C:4]4[N:3]([CH2:16][CH:17]([CH3:19])[CH3:18])[C:2]([CH3:1])=[N:15][C:5]=4[CH:6]=[N:7][C:8]=3[CH:9]=2)=[CH:40]1. The catalyst class is: 1. (6) Reactant: [CH2:1]([O:8][C:9]([N:11]1[CH2:16][CH2:15][CH:14]([CH2:17][NH:18][C:19]2[CH:24]=[CH:23][N:22]=[C:21]([C:25](O)=[O:26])[CH:20]=2)[CH2:13][CH2:12]1)=[O:10])[C:2]1[CH:7]=[CH:6][CH:5]=[CH:4][CH:3]=1.B.O1CCCC1. Product: [CH2:1]([O:8][C:9]([N:11]1[CH2:12][CH2:13][CH:14]([CH2:17][NH:18][C:19]2[CH:24]=[CH:23][N:22]=[C:21]([CH2:25][OH:26])[CH:20]=2)[CH2:15][CH2:16]1)=[O:10])[C:2]1[CH:7]=[CH:6][CH:5]=[CH:4][CH:3]=1. The catalyst class is: 1. (7) Reactant: [F:1][C:2]1[C:3]([O:33]C)=[C:4]2[C:9](=[CH:10][C:11]=1[CH3:12])[CH:8]([NH:13][C:14]1[CH:23]=[CH:22][C:21]([F:24])=[C:20]3[C:15]=1[CH:16]=[N:17][C:18]([CH3:25])=[N:19]3)[C:7]([C:27]([F:30])([F:29])[F:28])([OH:26])[CH2:6][C:5]2([CH3:32])[CH3:31].B(Br)(Br)Br.C(=O)(O)[O-].[Na+]. Product: [F:1][C:2]1[C:11]([CH3:12])=[CH:10][C:9]2[CH:8]([NH:13][C:14]3[CH:23]=[CH:22][C:21]([F:24])=[C:20]4[C:15]=3[CH:16]=[N:17][C:18]([CH3:25])=[N:19]4)[C:7]([C:27]([F:28])([F:29])[F:30])([OH:26])[CH2:6][C:5]([CH3:31])([CH3:32])[C:4]=2[C:3]=1[OH:33]. The catalyst class is: 4.